Dataset: Peptide-MHC class I binding affinity with 185,985 pairs from IEDB/IMGT. Task: Regression. Given a peptide amino acid sequence and an MHC pseudo amino acid sequence, predict their binding affinity value. This is MHC class I binding data. (1) The peptide sequence is FTLNHVLALK. The MHC is HLA-A33:01 with pseudo-sequence HLA-A33:01. The binding affinity (normalized) is 0.312. (2) The peptide sequence is ALFEGRNL. The MHC is H-2-Db with pseudo-sequence H-2-Db. The binding affinity (normalized) is 0. (3) The peptide sequence is YPQLSAIAL. The MHC is HLA-B08:02 with pseudo-sequence HLA-B08:02. The binding affinity (normalized) is 0.0847. (4) The MHC is HLA-A02:12 with pseudo-sequence HLA-A02:12. The peptide sequence is LVTARQKLK. The binding affinity (normalized) is 0.0847. (5) The peptide sequence is LSIFFYSSF. The MHC is HLA-A30:01 with pseudo-sequence HLA-A30:01. The binding affinity (normalized) is 0.549. (6) The peptide sequence is HPAAMPHLL. The MHC is HLA-B51:01 with pseudo-sequence HLA-B51:01. The binding affinity (normalized) is 0.422.